Dataset: Forward reaction prediction with 1.9M reactions from USPTO patents (1976-2016). Task: Predict the product of the given reaction. (1) Given the reactants C([C@@H]1CCCC[C@@H]1NC(=O)OC(C)(C)C)=O.C1(N)CC1.[ClH:21].Cl.[CH:23]1([NH:26][CH2:27][CH:28]2[CH2:33][CH2:32][CH2:31][CH2:30][CH:29]2[NH2:34])[CH2:25][CH2:24]1, predict the reaction product. The product is: [ClH:21].[CH:23]1([NH:26][CH2:27][CH:28]2[CH2:33][CH2:32][CH2:31][CH2:30][CH:29]2[NH2:34])[CH2:24][CH2:25]1. (2) Given the reactants [Si]([O:18][CH2:19][C:20]1[C:21]([N:35]2[CH2:40][C@H:39]([CH3:41])[O:38][C@H:37]([CH3:42])[CH2:36]2)=[C:22]([F:34])[C:23]2[O:27][N:26]=[C:25]([C:28]([O:30][CH2:31][CH3:32])=[O:29])[C:24]=2[CH:33]=1)(C(C)(C)C)(C1C=CC=CC=1)C1C=CC=CC=1.C(O)(=O)C.CCCC[N+](CCCC)(CCCC)CCCC.[F-], predict the reaction product. The product is: [CH3:41][C@@H:39]1[CH2:40][N:35]([C:21]2[C:20]([CH2:19][OH:18])=[CH:33][C:24]3[C:25]([C:28]([O:30][CH2:31][CH3:32])=[O:29])=[N:26][O:27][C:23]=3[C:22]=2[F:34])[CH2:36][C@H:37]([CH3:42])[O:38]1. (3) The product is: [CH3:21][C:22]1[NH:39][C:25]2=[N:26][CH:27]=[C:28]([C:2]3[N:3]=[C:4]([N:15]4[CH2:20][CH2:19][O:18][CH2:17][CH2:16]4)[C:5]4[CH:10]=[C:9]([C:11]([OH:14])([CH3:13])[CH3:12])[S:8][C:6]=4[N:7]=3)[CH:29]=[C:24]2[N:23]=1. Given the reactants Cl[C:2]1[N:3]=[C:4]([N:15]2[CH2:20][CH2:19][O:18][CH2:17][CH2:16]2)[C:5]2[CH:10]=[C:9]([C:11]([OH:14])([CH3:13])[CH3:12])[S:8][C:6]=2[N:7]=1.[CH3:21][C:22]1[N:39](COCC[Si](C)(C)C)[C:25]2=[N:26][CH:27]=[C:28](C3OC(C)(C)C(C)(C)O3)[CH:29]=[C:24]2[N:23]=1.C[Si](C)(C)CCOCN1C2C=C(C3N=C(N4CCOCC4)C4C=C(C(O)(C)C)SC=4N=3)C=CC=2N=C1C.[F-].C([N+](CCCC)(CCCC)CCCC)CCC, predict the reaction product. (4) Given the reactants [F:1][C:2]([F:32])([F:31])[C:3]1[CH:4]=[C:5]([C@H:13]([O:15][C@H:16]2[CH2:21][C:20](OC)=[N:19][CH2:18][C@@H:17]2[C:24]2[CH:29]=[CH:28][C:27]([F:30])=[CH:26][CH:25]=2)[CH3:14])[CH:6]=[C:7]([C:9]([F:12])([F:11])[F:10])[CH:8]=1.[C:33]([N:36]1[CH2:41][CH2:40][CH:39]([C:42]([NH:44][NH2:45])=O)[CH2:38][CH2:37]1)(=[O:35])[CH3:34], predict the reaction product. The product is: [C:33]([N:36]1[CH2:41][CH2:40][CH:39]([C:42]2[N:19]3[CH2:18][C@H:17]([C:24]4[CH:25]=[CH:26][C:27]([F:30])=[CH:28][CH:29]=4)[C@@H:16]([O:15][C@@H:13]([C:5]4[CH:4]=[C:3]([C:2]([F:31])([F:1])[F:32])[CH:8]=[C:7]([C:9]([F:10])([F:12])[F:11])[CH:6]=4)[CH3:14])[CH2:21][C:20]3=[N:45][N:44]=2)[CH2:38][CH2:37]1)(=[O:35])[CH3:34]. (5) Given the reactants [CH2:1]([O:8][C:9]1[CH:17]=[C:16]([O:18][CH2:19][C:20]2[CH:25]=[CH:24][CH:23]=[CH:22][CH:21]=2)[C:15]([C:26]([CH3:28])=[CH2:27])=[CH:14][C:10]=1[C:11]([OH:13])=O)[C:2]1[CH:7]=[CH:6][CH:5]=[CH:4][CH:3]=1.[C:29](Cl)(=[O:33])[C:30](Cl)=[O:31].C([N:37]([CH2:40][CH3:41])[CH2:38][CH3:39])C, predict the reaction product. The product is: [CH2:1]([O:8][C:9]1[CH:17]=[C:16]([O:18][CH2:19][C:20]2[CH:21]=[CH:22][CH:23]=[CH:24][CH:25]=2)[C:15]([C:26]([CH3:28])=[CH2:27])=[CH:14][C:10]=1[C:11]([N:37]1[CH2:38][C:39]2[C:41](=[CH:3][CH:4]=[CH:5][C:6]=2[O:31][CH2:30][CH2:29][O:33][CH2:2][CH2:1][O:8][CH3:9])[CH2:40]1)=[O:13])[C:2]1[CH:3]=[CH:4][CH:5]=[CH:6][CH:7]=1. (6) Given the reactants C(=O)([O-])[O-].[K+].[K+].[O:7]=[C:8]1[CH2:12][CH2:11][CH2:10][CH:9]1[C:13]([O:15][CH3:16])=[O:14].Br[CH2:18][CH2:19][C:20]([CH3:23])([CH3:22])[CH3:21], predict the reaction product. The product is: [CH3:21][C:20]([CH3:23])([CH3:22])[CH2:19][CH2:18][C:9]1([C:13]([O:15][CH3:16])=[O:14])[CH2:10][CH2:11][CH2:12][C:8]1=[O:7].